From a dataset of Reaction yield outcomes from USPTO patents with 853,638 reactions. Predict the reaction yield, written as a fraction of the theoretical maximum amount of product (1.0 means a 100% yield; for example, 0.34 means a 34% yield). (1) The product is [CH2:14]([O:21][C:2]1[CH:3]=[N:4][CH:5]=[C:6]([N:8]2[CH2:13][CH2:12][NH:11][CH2:10][CH2:9]2)[N:7]=1)[C:15]1[CH:20]=[CH:19][CH:18]=[CH:17][CH:16]=1. The yield is 0.900. No catalyst specified. The reactants are Cl[C:2]1[N:7]=[C:6]([N:8]2[CH2:13][CH2:12][NH:11][CH2:10][CH2:9]2)[CH:5]=[N:4][CH:3]=1.[CH2:14]([OH:21])[C:15]1[CH:20]=[CH:19][CH:18]=[CH:17][CH:16]=1. (2) The yield is 0.520. No catalyst specified. The product is [ClH:28].[Cl:28][C:25]1[CH:26]=[CH:27][C:22]([O:21][C:18]2[CH:19]=[CH:20][C:15]([O:14][CH2:13][C@H:9]3[CH2:10][CH2:11][CH2:12][N:8]3[CH2:7][C:6]([OH:29])=[O:5])=[CH:16][CH:17]=2)=[CH:23][CH:24]=1. The reactants are C([O:5][C:6](=[O:29])[CH2:7][N:8]1[CH2:12][CH2:11][CH2:10][C@@H:9]1[CH2:13][O:14][C:15]1[CH:20]=[CH:19][C:18]([O:21][C:22]2[CH:27]=[CH:26][C:25]([Cl:28])=[CH:24][CH:23]=2)=[CH:17][CH:16]=1)(C)(C)C.Cl.O1CCOCC1. (3) The catalyst is CN(C=O)C. The reactants are [C:1]([C:3]1[CH:4]=[C:5]([CH:9]=[CH:10][C:11]=1[O:12][CH:13]([CH3:15])[CH3:14])[C:6]([OH:8])=O)#[N:2].C1C=CC2N(O)N=NC=2C=1.C(Cl)CCl.O[NH:31][C:32]([C:34]1[CH:42]=[CH:41][CH:40]=[C:39]2[C:35]=1[CH2:36][CH2:37][C@H:38]2[NH:43][C:44](=[O:50])[O:45][C:46]([CH3:49])([CH3:48])[CH3:47])=[NH:33]. The product is [C:1]([C:3]1[CH:4]=[C:5]([C:6]2[O:8][N:33]=[C:32]([C:34]3[CH:42]=[CH:41][CH:40]=[C:39]4[C:35]=3[CH2:36][CH2:37][C@H:38]4[NH:43][C:44](=[O:50])[O:45][C:46]([CH3:48])([CH3:47])[CH3:49])[N:31]=2)[CH:9]=[CH:10][C:11]=1[O:12][CH:13]([CH3:15])[CH3:14])#[N:2]. The yield is 0.810. (4) The reactants are [CH3:1][O:2][C:3]1[N:8]=[CH:7][C:6](/[CH:9]=[CH:10]/[C:11]([O:13][CH3:14])=[O:12])=[CH:5][N:4]=1. The catalyst is CO.[Pd]. The product is [CH3:1][O:2][C:3]1[N:4]=[CH:5][C:6]([CH2:9][CH2:10][C:11]([O:13][CH3:14])=[O:12])=[CH:7][N:8]=1. The yield is 0.680. (5) The reactants are Br[C:2]1[CH:3]=[C:4]2[C:9](=[CH:10][C:11]=1Cl)[N:8]=[C:7]([C:13]1[CH:18]=[C:17]([CH3:19])[CH:16]=[C:15]([CH3:20])[CH:14]=1)[CH:6]=[CH:5]2.[CH2:21](B(O)O)[CH:22]([CH3:24])[CH3:23].C1(P(C2CCCCC2)[C:35]2C=CC=[CH:37][C:36]=2[C:41]2C(OC)=CC=CC=2OC)CCCCC1.O.P([O-])([O-])([O-])=O.[K+].[K+].[K+]. The catalyst is C1(C)C=CC=CC=1.C1C=CC(/C=C/C(/C=C/C2C=CC=CC=2)=O)=CC=1.C1C=CC(/C=C/C(/C=C/C2C=CC=CC=2)=O)=CC=1.C1C=CC(/C=C/C(/C=C/C2C=CC=CC=2)=O)=CC=1.[Pd].[Pd].O. The product is [CH3:20][C:15]1[CH:14]=[C:13]([C:7]2[CH:6]=[CH:5][C:4]3[C:9](=[CH:10][C:11]([CH2:35][CH:36]([CH3:41])[CH3:37])=[C:2]([CH2:21][CH:22]([CH3:24])[CH3:23])[CH:3]=3)[N:8]=2)[CH:18]=[C:17]([CH3:19])[CH:16]=1. The yield is 0.660. (6) The reactants are [S:1]1[CH:5]=[CH:4][CH:3]=[C:2]1B(O)O.[CH3:9][O:10][C:11](=[O:19])[C:12]1[CH:17]=[CH:16][C:15](Br)=[CH:14][CH:13]=1. No catalyst specified. The product is [CH3:9][O:10][C:11]([C:12]1[CH:17]=[CH:16][C:15]([C:2]2[S:1][CH:5]=[CH:4][CH:3]=2)=[CH:14][CH:13]=1)=[O:19]. The yield is 0.650. (7) The yield is 0.630. No catalyst specified. The product is [O:1]1[CH:5]=[CH:4][CH:3]=[C:2]1[C:6]1[NH:10][C:9]2[C:11]([OH:18])=[CH:12][CH:13]=[C:14]([C:15]([OH:17])=[O:16])[C:8]=2[N:7]=1. The reactants are [O:1]1[CH:5]=[CH:4][CH:3]=[C:2]1[C:6]1[NH:10][C:9]2[C:11]([O:18]C)=[CH:12][CH:13]=[C:14]([C:15]([OH:17])=[O:16])[C:8]=2[N:7]=1.B(Br)(Br)Br. (8) The reactants are [C:1]([O:9]CC)(=O)[CH2:2][C:3](OCC)=[O:4].[O-]CC.[Na+].[NH2:16][C:17]([NH2:19])=[S:18].O. The catalyst is C(O)C.C(O)(=O)C. The product is [S:18]=[C:17]1[NH:19][C:3](=[O:4])[CH2:2][C:1](=[O:9])[NH:16]1. The yield is 0.740.